Task: Predict which catalyst facilitates the given reaction.. Dataset: Catalyst prediction with 721,799 reactions and 888 catalyst types from USPTO Reactant: [CH2:1]([C:5]1[CH:6]=[C:7]2[C:12](=[C:13]([O:15][CH:16]3[CH2:21][CH2:20][NH:19][CH2:18][CH2:17]3)[CH:14]=1)[N:11]=[CH:10][CH:9]=[CH:8]2)[CH2:2][CH2:3][CH3:4].[I-].[Na+].C(=O)(O)[O-].[Na+].[CH3:29][S:30]([CH2:33][CH2:34][CH2:35]Br)(=[O:32])=[O:31].CS(CCC[Cl:44])(=O)=O. Product: [ClH:44].[ClH:44].[CH2:1]([C:5]1[CH:6]=[C:7]2[C:12](=[C:13]([O:15][CH:16]3[CH2:17][CH2:18][N:19]([CH2:35][CH2:34][CH2:33][S:30]([CH3:29])(=[O:32])=[O:31])[CH2:20][CH2:21]3)[CH:14]=1)[N:11]=[CH:10][CH:9]=[CH:8]2)[CH2:2][CH2:3][CH3:4]. The catalyst class is: 121.